Dataset: Full USPTO retrosynthesis dataset with 1.9M reactions from patents (1976-2016). Task: Predict the reactants needed to synthesize the given product. (1) The reactants are: [NH2:1][C:2]1[CH:7]=[C:6]([O:8][C:9]2[CH:14]=[CH:13][C:12]([NH:15][C:16]([C:18]3([C:21]([NH:23][C:24]4[CH:29]=[CH:28][C:27]([F:30])=[CH:26][CH:25]=4)=[O:22])[CH2:20][CH2:19]3)=[O:17])=[C:11]([F:31])[C:10]=2[F:32])[CH:5]=[CH:4][N:3]=1.C([N:35]([CH2:38]C)CC)C.ClC([O:43][C:44]1[CH:49]=CC=C[CH:45]=1)=O.C(=O)([O-])[OH:51].[Na+]. Given the product [F:31][C:11]1[C:10]([F:32])=[C:9]([O:8][C:6]2[CH:5]=[CH:4][N:3]=[C:2]([NH:1][C:38]([N:35]3[CH2:45][CH:44]([OH:43])[CH2:49]3)=[O:51])[CH:7]=2)[CH:14]=[CH:13][C:12]=1[NH:15][C:16]([C:18]1([C:21]([NH:23][C:24]2[CH:29]=[CH:28][C:27]([F:30])=[CH:26][CH:25]=2)=[O:22])[CH2:19][CH2:20]1)=[O:17], predict the reactants needed to synthesize it. (2) Given the product [CH3:1][O:2][C:3]1[CH:20]=[C:19]([O:21][CH3:22])[CH:18]=[CH:17][C:4]=1[CH2:5][N:6]([CH2:10][CH:11]1[O:15][C:14](=[O:16])[N:13]([C:24]2[CH:25]=[CH:26][C:27]3[C:33](=[O:34])[CH2:32][CH2:31][CH2:30][S:29][C:28]=3[CH:35]=2)[CH2:12]1)[C:7](=[O:9])[CH3:8], predict the reactants needed to synthesize it. The reactants are: [CH3:1][O:2][C:3]1[CH:20]=[C:19]([O:21][CH3:22])[CH:18]=[CH:17][C:4]=1[CH2:5][N:6]([CH2:10][CH:11]1[O:15][C:14](=[O:16])[NH:13][CH2:12]1)[C:7](=[O:9])[CH3:8].Br[C:24]1[CH:25]=[CH:26][C:27]2[C:33](=[O:34])[CH2:32][CH2:31][CH2:30][S:29][C:28]=2[CH:35]=1.N[C@@H]1CCCC[C@H]1N.C(=O)([O-])[O-].[K+].[K+].